This data is from Reaction yield outcomes from USPTO patents with 853,638 reactions. The task is: Predict the reaction yield, written as a fraction of the theoretical maximum amount of product (1.0 means a 100% yield; for example, 0.34 means a 34% yield). (1) The reactants are [C:1]1([C:7]2[S:8][CH:9]=[C:10]([CH2:12][O:13][C:14]3[CH:21]=[CH:20][C:17]([CH:18]=[O:19])=[CH:16][CH:15]=3)[N:11]=2)[CH:6]=[CH:5][CH:4]=[CH:3][CH:2]=1.O1CCCC1.[BH4-].[Na+].Cl. The catalyst is O.CO. The product is [C:1]1([C:7]2[S:8][CH:9]=[C:10]([CH2:12][O:13][C:14]3[CH:15]=[CH:16][C:17]([CH2:18][OH:19])=[CH:20][CH:21]=3)[N:11]=2)[CH:2]=[CH:3][CH:4]=[CH:5][CH:6]=1. The yield is 0.900. (2) The reactants are [Cl:1][C:2]1[N:7]=[CH:6][C:5]([OH:8])=[CH:4][N:3]=1.Br[CH2:10][CH2:11][CH2:12][O:13][CH3:14].C(=O)([O-])[O-].[K+].[K+]. The catalyst is CN(C)C=O. The product is [Cl:1][C:2]1[N:7]=[CH:6][C:5]([O:8][CH2:10][CH2:11][CH2:12][O:13][CH3:14])=[CH:4][N:3]=1. The yield is 0.630.